This data is from Full USPTO retrosynthesis dataset with 1.9M reactions from patents (1976-2016). The task is: Predict the reactants needed to synthesize the given product. (1) Given the product [Cl:1][C:2]1[CH:7]=[CH:6][CH:5]=[CH:4][C:3]=1[CH:8]([C:20]1[CH:28]=[CH:27][C:23]([C:24]([NH:34][CH:32]2[CH2:33][O:30][CH2:31]2)=[O:25])=[C:22]([F:29])[CH:21]=1)[CH2:9][C:10]([C:12]1[CH:17]=[CH:16][C:15](=[O:18])[N:14]([CH3:19])[CH:13]=1)=[O:11], predict the reactants needed to synthesize it. The reactants are: [Cl:1][C:2]1[CH:7]=[CH:6][CH:5]=[CH:4][C:3]=1[CH:8]([C:20]1[CH:28]=[CH:27][C:23]([C:24](O)=[O:25])=[C:22]([F:29])[CH:21]=1)[CH2:9][C:10]([C:12]1[CH:17]=[CH:16][C:15](=[O:18])[N:14]([CH3:19])[CH:13]=1)=[O:11].[O:30]1[CH2:33][CH:32]([NH2:34])[CH2:31]1.CN([P+](ON1N=NC2C=CC=CC1=2)(N(C)C)N(C)C)C.F[P-](F)(F)(F)(F)F. (2) Given the product [O:1]=[C:2]([C:9]1[O:10][C:11]([C:14]2[CH:19]=[CH:18][CH:17]=[CH:16][N:15]=2)=[CH:12][N:13]=1)[CH2:3][CH2:4][CH2:5][CH2:6][C:7]#[C:8][C:23]1[CH:24]=[CH:25][CH:26]=[C:21]([Cl:20])[CH:22]=1, predict the reactants needed to synthesize it. The reactants are: [O:1]=[C:2]([C:9]1[O:10][C:11]([C:14]2[CH:19]=[CH:18][CH:17]=[CH:16][N:15]=2)=[CH:12][N:13]=1)[CH2:3][CH2:4][CH2:5][CH2:6][C:7]#[CH:8].[Cl:20][C:21]1[CH:26]=[CH:25][CH:24]=[C:23](I)[CH:22]=1. (3) Given the product [F:15][C:11]1([F:14])[CH:12]=[CH:13][CH2:1][O:4][C:5]1([CH3:16])[C:6]([O:8][CH2:9][CH3:10])=[O:7], predict the reactants needed to synthesize it. The reactants are: [CH2:1]([O:4][C:5]([CH3:16])([C:11]([F:15])([F:14])[CH:12]=[CH2:13])[C:6]([O:8][CH2:9][CH3:10])=[O:7])C=C. (4) The reactants are: Cl.[CH2:2]([N:9]1[CH2:14][CH2:13][CH:12]([CH2:15][O:16][C:17](=[O:37])[C@:18]([C:26]2[CH:27]=[C:28]([CH:34]=[CH:35][CH:36]=2)[O:29][CH2:30][C:31](O)=[O:32])([OH:25])[C:19]2[CH:24]=[CH:23][CH:22]=[CH:21][CH:20]=2)[CH2:11][CH2:10]1)[C:3]1[CH:8]=[CH:7][CH:6]=[CH:5][CH:4]=1.CCN(C(C)C)C(C)C.CN(C(ON1N=NC2C=CC=NC1=2)=[N+](C)C)C.F[P-](F)(F)(F)(F)F.Cl.[C:72]([O:76][C:77]([NH:79][CH2:80][CH2:81][NH2:82])=[O:78])([CH3:75])([CH3:74])[CH3:73]. Given the product [C:72]([O:76][C:77]([NH:79][CH2:80][CH2:81][NH:82][C:31](=[O:32])[CH2:30][O:29][C:28]1[CH:27]=[C:26]([C@@:18]([OH:25])([C:19]2[CH:24]=[CH:23][CH:22]=[CH:21][CH:20]=2)[C:17]([O:16][CH2:15][CH:12]2[CH2:13][CH2:14][N:9]([CH2:2][C:3]3[CH:4]=[CH:5][CH:6]=[CH:7][CH:8]=3)[CH2:10][CH2:11]2)=[O:37])[CH:36]=[CH:35][CH:34]=1)=[O:78])([CH3:75])([CH3:74])[CH3:73], predict the reactants needed to synthesize it. (5) Given the product [F:22][C:21]([F:24])([F:23])[C:25]([OH:28])=[O:26].[Cl:1][C:2]1[CH:7]=[CH:6][C:5]([O:8][C:9]2[CH:14]=[CH:13][C:12]([CH2:15][N:16]([CH3:20])[C:17]3[NH:19][CH:34]=[C:33]([CH2:38][C:39]4[CH:44]=[N:43][CH:42]=[N:41][CH:40]=4)[C:32](=[O:31])[N:18]=3)=[CH:11][CH:10]=2)=[CH:4][C:3]=1[C:21]([F:22])([F:23])[F:24], predict the reactants needed to synthesize it. The reactants are: [Cl:1][C:2]1[CH:7]=[CH:6][C:5]([O:8][C:9]2[CH:14]=[CH:13][C:12]([CH2:15][N:16]([CH3:20])[C:17]([NH2:19])=[NH:18])=[CH:11][CH:10]=2)=[CH:4][C:3]=1[C:21]([F:24])([F:23])[F:22].[C:25]([O-:28])([O-])=[O:26].[Cs+].[Cs+].[OH:31]/[CH:32]=[C:33](/[CH2:38][C:39]1[CH:40]=[N:41][CH:42]=[N:43][CH:44]=1)\[C:34](OC)=O. (6) Given the product [CH3:16][O:17][C:18]1[CH:19]=[C:20]([CH2:26][CH2:27][NH:28][C:9](=[O:11])[CH2:8][C:5]2[CH:4]=[CH:3][C:2]([Cl:1])=[CH:7][CH:6]=2)[CH:21]=[CH:22][C:23]=1[O:24][CH3:25], predict the reactants needed to synthesize it. The reactants are: [Cl:1][C:2]1[CH:7]=[CH:6][C:5]([CH2:8][C:9]([OH:11])=O)=[CH:4][CH:3]=1.S(Cl)(Cl)=O.[CH3:16][O:17][C:18]1[CH:19]=[C:20]([CH2:26][CH2:27][NH2:28])[CH:21]=[CH:22][C:23]=1[O:24][CH3:25].C(N(CC)CC)C.